Dataset: Full USPTO retrosynthesis dataset with 1.9M reactions from patents (1976-2016). Task: Predict the reactants needed to synthesize the given product. (1) Given the product [CH2:13]([N:20]1[CH2:25][CH2:24][O:23][CH:22]([C:26]([C:29]2[CH:34]=[CH:33][CH:32]=[CH:31][CH:30]=2)([OH:27])[CH2:28][C:3]2[CH:8]=[CH:7][CH:6]=[CH:5][C:4]=2[C:9]([F:12])([F:11])[F:10])[CH2:21]1)[C:14]1[CH:15]=[CH:16][CH:17]=[CH:18][CH:19]=1, predict the reactants needed to synthesize it. The reactants are: [Mg].Br[C:3]1[CH:8]=[CH:7][CH:6]=[CH:5][C:4]=1[C:9]([F:12])([F:11])[F:10].[CH2:13]([N:20]1[CH2:25][CH2:24][O:23][CH:22]([C:26]2([C:29]3[CH:34]=[CH:33][CH:32]=[CH:31][CH:30]=3)[CH2:28][O:27]2)[CH2:21]1)[C:14]1[CH:19]=[CH:18][CH:17]=[CH:16][CH:15]=1.O. (2) Given the product [C:1]([O:5][CH2:15][CH2:16][CH2:17][O:18][C:19]([CH:21]1[CH2:26][CH2:25][CH:24]([CH:27]2[CH2:28][CH2:29][CH:30]([CH2:33][CH2:34][CH3:35])[CH2:31][CH2:32]2)[CH2:23][CH2:22]1)=[O:20])(=[O:4])[CH:2]=[CH2:3], predict the reactants needed to synthesize it. The reactants are: [C:1]([O-:5])(=[O:4])[CH:2]=[CH2:3].[Na+].CC(=C)C(OCCC[CH2:15][CH2:16][CH2:17][O:18][C:19]([CH:21]1[CH2:26][CH2:25][CH:24]([CH:27]2[CH2:32][CH2:31][CH:30]([CH2:33][CH2:34][CH2:35]CC)[CH2:29][CH2:28]2)[CH2:23][CH2:22]1)=[O:20])=O.[I-].[Na+].O. (3) Given the product [CH3:1][C:2]1[CH:7]=[CH:6][C:5]2[C:8]3[C:9](=[CH:10][CH:11]=[CH:12][CH:13]=3)[NH:14][C:4]=2[CH:3]=1, predict the reactants needed to synthesize it. The reactants are: [CH3:1][C:2]1[CH:7]=[CH:6][C:5]([C:8]2[CH:13]=[CH:12][CH:11]=[CH:10][C:9]=2[N+:14]([O-])=O)=[CH:4][CH:3]=1.P(OCC)(OCC)(OCC)=O. (4) Given the product [ClH:35].[Cl:35][C:26]1[C:27]([C:31]([F:34])([F:32])[F:33])=[CH:28][CH:29]=[CH:30][C:25]=1[CH2:24][N:15]([CH2:16][CH:17]([C:19]1[S:20][CH:21]=[CH:22][CH:23]=1)[CH3:18])[CH2:14][CH2:13][CH2:12][O:11][C:7]1[CH:6]=[C:5]([CH2:4][C:3]([OH:36])=[O:2])[CH:10]=[CH:9][CH:8]=1, predict the reactants needed to synthesize it. The reactants are: C[O:2][C:3](=[O:36])[CH2:4][C:5]1[CH:10]=[CH:9][CH:8]=[C:7]([O:11][CH2:12][CH2:13][CH2:14][N:15]([CH2:24][C:25]2[CH:30]=[CH:29][CH:28]=[C:27]([C:31]([F:34])([F:33])[F:32])[C:26]=2[Cl:35])[CH2:16][CH:17]([C:19]2[S:20][CH:21]=[CH:22][CH:23]=2)[CH3:18])[CH:6]=1.[Li+].[OH-].CC(O)=O.C(OCC)(=O)C. (5) The reactants are: [C:1]1([CH:7]2[NH:12][CH2:11][CH2:10][N:9]([CH2:13][C:14]3[CH:19]=[CH:18][C:17]([C:20]4[CH:25]=[C:24]([CH3:26])[CH:23]=[CH:22][C:21]=4[Cl:27])=[CH:16][CH:15]=3)[CH2:8]2)[CH:6]=[CH:5][CH:4]=[CH:3][CH:2]=1.[CH3:28][N:29]=[C:30]=[O:31]. Given the product [C:28]1([NH:29][C:30]([N:12]2[CH2:11][CH2:10][N:9]([CH2:13][C:14]3[CH:19]=[CH:18][C:17]([C:20]4[CH:25]=[C:24]([CH3:26])[CH:23]=[CH:22][C:21]=4[Cl:27])=[CH:16][CH:15]=3)[CH2:8][CH:7]2[C:1]2[CH:2]=[CH:3][CH:4]=[CH:5][CH:6]=2)=[O:31])[CH:5]=[CH:6][CH:1]=[CH:2][CH:3]=1, predict the reactants needed to synthesize it.